The task is: Predict which catalyst facilitates the given reaction.. This data is from Catalyst prediction with 721,799 reactions and 888 catalyst types from USPTO. (1) Reactant: [F:1][C:2]1[CH:3]=[C:4]2[C:8](=[CH:9][CH:10]=1)[NH:7][C:6](=[O:11])[CH2:5]2.[Li+].C[Si]([N-][Si](C)(C)C)(C)C.C1COCC1.[CH3:27][O:28][CH:29]([O:43][CH3:44])[CH2:30][C:31]1[CH:32]=[C:33]2[C:37](=[CH:38][CH:39]=1)[C:36](=O)[O:35][C:34]2([CH3:42])[CH3:41]. Product: [CH3:27][O:28][CH:29]([O:43][CH3:44])[CH2:30][C:31]1[CH:32]=[C:33]2[C:37](=[CH:38][CH:39]=1)[C:36](=[C:5]1[C:4]3[C:8](=[CH:9][CH:10]=[C:2]([F:1])[CH:3]=3)[NH:7][C:6]1=[O:11])[O:35][C:34]2([CH3:42])[CH3:41]. The catalyst class is: 1. (2) Reactant: Br[C:2]1[CH:3]=[C:4]2[C:8](=[C:9]([CH2:11][CH3:12])[CH:10]=1)[NH:7][C:6]1[C:13]([CH2:19][CH2:20][OH:21])([CH2:17][CH3:18])[O:14][CH2:15][CH2:16][C:5]2=1.P([O-])([O-])([O-])=O.[K+].[K+].[K+].[C:30]1(B(O)O)[CH:35]=[CH:34][CH:33]=[CH:32][CH:31]=1.ClCCl. Product: [CH2:17]([C:13]1([CH2:19][CH2:20][OH:21])[C:6]2[NH:7][C:8]3[C:4]([C:5]=2[CH2:16][CH2:15][O:14]1)=[CH:3][C:2]([C:30]1[CH:35]=[CH:34][CH:33]=[CH:32][CH:31]=1)=[CH:10][C:9]=3[CH2:11][CH3:12])[CH3:18]. The catalyst class is: 438. (3) Reactant: [Br:1][C:2]1[C:3]([F:15])=[C:4]([C:8]([CH3:14])=[C:9]([N+:11]([O-:13])=[O:12])[CH:10]=1)[C:5]([OH:7])=[O:6].[C:16]([O-])([O-])=O.[K+].[K+].IC. Product: [Br:1][C:2]1[C:3]([F:15])=[C:4]([C:8]([CH3:14])=[C:9]([N+:11]([O-:13])=[O:12])[CH:10]=1)[C:5]([O:7][CH3:16])=[O:6]. The catalyst class is: 35. (4) Reactant: [OH:1][C:2]1[CH:3]=[C:4]([C:14](=[O:16])[CH3:15])[CH:5]=[C:6]([S:8]([F:13])([F:12])([F:11])([F:10])[F:9])[CH:7]=1.Br[CH2:18][CH2:19][O:20][CH3:21].[H-].[Na+].[Br-]. Product: [CH3:21][O:20][CH2:19][CH2:18][O:1][C:2]1[CH:3]=[C:4]([C:14](=[O:16])[CH3:15])[CH:5]=[C:6]([S:8]([F:13])([F:9])([F:10])([F:11])[F:12])[CH:7]=1. The catalyst class is: 499. (5) Reactant: [C:1]([C:9]1[CH:23]=[C:22]([O:24][C:25]([F:28])([F:27])[F:26])[CH:21]=[CH:20][C:10]=1[O:11][CH:12]([CH3:19])[CH2:13][CH2:14][O:15]C(=O)C)(=[O:8])[C:2]1[CH:7]=[CH:6][CH:5]=[CH:4][CH:3]=1.C(=O)([O-])[O-].[K+].[K+]. Product: [OH:15][CH2:14][CH2:13][CH:12]([CH3:19])[O:11][C:10]1[CH:20]=[CH:21][C:22]([O:24][C:25]([F:27])([F:28])[F:26])=[CH:23][C:9]=1[C:1]([C:2]1[CH:3]=[CH:4][CH:5]=[CH:6][CH:7]=1)=[O:8]. The catalyst class is: 5. (6) Product: [NH2:33][C:34]1[CH:35]=[C:36]([C:37]([C:7]2[C:11]3[CH:12]=[N:13][CH:14]=[CH:15][C:10]=3[N:9]([CH:16]3[CH2:19][O:18][CH2:17]3)[CH:8]=2)=[O:38])[CH:43]=[CH:44][N:45]=1. The catalyst class is: 1. Reactant: C([Mg]Cl)(C)C.I[C:7]1[C:11]2[CH:12]=[N:13][CH:14]=[CH:15][C:10]=2[N:9]([CH:16]2[CH2:19][O:18][CH2:17]2)[CH:8]=1.C1(C(=[N:33][C:34]2[CH:35]=[C:36]([CH:43]=[CH:44][N:45]=2)[C:37](N(OC)C)=[O:38])C2C=CC=CC=2)C=CC=CC=1. (7) Reactant: [C:1]12([OH:12])[CH2:10][CH:5]3[CH2:6][CH:7]([CH2:9][C:3]([OH:11])([CH2:4]3)[CH2:2]1)[CH2:8]2.[F:13][C:14]([F:21])([F:20])[C:15](=[CH2:19])[C:16](O)=[O:17].COC1C=CC(O)=CC=1.S(=O)(=O)(O)O. Product: [F:13][C:14]([F:21])([F:20])[C:15](=[CH2:19])[C:16]([O:12][C:1]12[CH2:10][CH:5]3[CH2:6][CH:7]([CH2:9][C:3]([OH:11])([CH2:4]3)[CH2:2]1)[CH2:8]2)=[O:17]. The catalyst class is: 11. (8) Product: [Br:1][C:2]1[CH:7]=[N:6][C:5]2[N:8]([C:23](=[O:25])[CH3:24])[C:9]3[CH:10]=[N:11][C:12]([C:15]4[CH:16]=[N:17][CH:18]=[CH:19][CH:20]=4)=[CH:13][C:14]=3[C:4]=2[CH:3]=1. The catalyst class is: 35. Reactant: [Br:1][C:2]1[CH:3]=[C:4]2[C:14]3[C:9](=[CH:10][N:11]=[C:12]([C:15]4[CH:16]=[N:17][CH:18]=[CH:19][CH:20]=4)[CH:13]=3)[NH:8][C:5]2=[N:6][CH:7]=1.[H-].[Na+].[C:23](Cl)(=[O:25])[CH3:24].C(=O)(O)[O-].[Na+]. (9) Reactant: [Si:1]([O:8][CH:9]1[CH2:14][CH2:13][N:12]([C:15]([C:28]2[CH:33]=[CH:32][CH:31]=[CH:30][CH:29]=2)([C:22]2[CH:27]=[CH:26][CH:25]=[CH:24][CH:23]=2)[C:16]2[CH:21]=[CH:20][CH:19]=[CH:18][CH:17]=2)[CH2:11]/[C:10]/1=[CH:34]\[C:35](OCC)=[O:36])([C:4]([CH3:7])([CH3:6])[CH3:5])([CH3:3])[CH3:2].[H-].C([Al+]CC(C)C)C(C)C.[Cl-].[NH4+]. Product: [Si:1]([O:8][CH:9]1[CH2:14][CH2:13][N:12]([C:15]([C:22]2[CH:23]=[CH:24][CH:25]=[CH:26][CH:27]=2)([C:28]2[CH:29]=[CH:30][CH:31]=[CH:32][CH:33]=2)[C:16]2[CH:17]=[CH:18][CH:19]=[CH:20][CH:21]=2)[CH2:11]/[C:10]/1=[CH:34]\[CH2:35][OH:36])([C:4]([CH3:7])([CH3:6])[CH3:5])([CH3:3])[CH3:2]. The catalyst class is: 426.